From a dataset of Reaction yield outcomes from USPTO patents with 853,638 reactions. Predict the reaction yield, written as a fraction of the theoretical maximum amount of product (1.0 means a 100% yield; for example, 0.34 means a 34% yield). (1) The reactants are [C:1]1([C:6]2[C:14]3[C:9](=[CH:10][N:11]=[C:12]([C:15]4[CH:16]=[N:17][CH:18]=[CH:19][CH:20]=4)[CH:13]=3)[N:8](C3CCCCO3)[N:7]=2)[CH2:5][CH2:4][CH2:3][CH:2]=1. The catalyst is FC(F)(F)C(O)=O. The product is [C:1]1([C:6]2[C:14]3[C:9](=[CH:10][N:11]=[C:12]([C:15]4[CH:16]=[N:17][CH:18]=[CH:19][CH:20]=4)[CH:13]=3)[NH:8][N:7]=2)[CH2:5][CH2:4][CH2:3][CH:2]=1. The yield is 0.380. (2) The reactants are [Cl:1][C:2]1[CH:3]=[C:4]([C:8]2[CH:9]=[C:10]([CH2:18][N:19]3[CH:23]=[N:22][C:21]([C:24]#[N:25])=[N:20]3)[CH:11]=[N:12][C:13]=2[O:14][CH:15]([F:17])[F:16])[CH:5]=[CH:6][CH:7]=1.[H-].C([Al+]CC(C)C)C(C)C. The catalyst is C(Cl)Cl. The product is [Cl:1][C:2]1[CH:3]=[C:4]([C:8]2[CH:9]=[C:10]([CH2:18][N:19]3[CH:23]=[N:22][C:21]([CH2:24][NH2:25])=[N:20]3)[CH:11]=[N:12][C:13]=2[O:14][CH:15]([F:17])[F:16])[CH:5]=[CH:6][CH:7]=1. The yield is 0.100.